Dataset: Forward reaction prediction with 1.9M reactions from USPTO patents (1976-2016). Task: Predict the product of the given reaction. (1) Given the reactants [Br:1][C:2]1[CH:3]=[C:4]([CH:7]=[CH:8][C:9]=1[F:10])[C:5]#[N:6].[N+:11]([O-])([OH:13])=[O:12], predict the reaction product. The product is: [Br:1][C:2]1[C:9]([F:10])=[CH:8][C:7]([N+:11]([O-:13])=[O:12])=[C:4]([CH:3]=1)[C:5]#[N:6]. (2) Given the reactants [F:1][C:2]1[C:3]([C:12]2[O:13][CH:14]=[CH:15][N:16]=2)=[C:4]([CH:9]=[CH:10][CH:11]=1)[C:5]([O:7]C)=[O:6].[OH-].[Na+].Cl, predict the reaction product. The product is: [F:1][C:2]1[C:3]([C:12]2[O:13][CH:14]=[CH:15][N:16]=2)=[C:4]([CH:9]=[CH:10][CH:11]=1)[C:5]([OH:7])=[O:6]. (3) Given the reactants C([O:3][C:4](=O)[C:5]1[CH:10]=[CH:9][CH:8]=[C:7]([N:11]2[C:15]([NH2:16])=[CH:14][C:13]([C:17]([CH3:20])([CH3:19])[CH3:18])=[N:12]2)[CH:6]=1)C.CCN(CC)CC.[BH4-].[Na+], predict the reaction product. The product is: [NH2:16][C:15]1[N:11]([C:7]2[CH:6]=[C:5]([CH2:4][OH:3])[CH:10]=[CH:9][CH:8]=2)[N:12]=[C:13]([C:17]([CH3:20])([CH3:19])[CH3:18])[CH:14]=1. (4) Given the reactants [C:1]([S:4][CH2:5]/[CH:6]=[C:7]1\[CH2:8][CH2:9][S:10][C:11]2[C:16]\1=[CH:15][CH:14]=[CH:13][CH:12]=2)(=[NH:3])[NH2:2].FC(F)(F)S(O)(=O)=O.C(=O)(O)[O-].[Na+], predict the reaction product. The product is: [S:10]1[C:11]2[CH:12]=[CH:13][CH2:14][CH2:15][C:16]=2[C:7]2([CH:6]=[CH:5][S:4][CH:1]([NH2:2])[NH:3]2)[CH:8]=[CH:9]1. (5) Given the reactants C[Mg]Br.[CH2:4]([NH:6][CH2:7][CH3:8])[CH3:5].FC(F)(F)C([N:13]1[CH2:18][CH2:17][CH:16]([CH:19]2[C:32]3[CH:31]=[CH:30][C:29]([C:33]#[N:34])=[CH:28][C:27]=3[O:26][C:25]3[C:20]2=[CH:21][CH:22]=[CH:23][CH:24]=3)[CH2:15][CH2:14]1)=O.O, predict the reaction product. The product is: [CH2:4]([N:6]([CH2:7][CH3:8])[C:33]([C:29]1[CH:30]=[CH:31][C:32]2[CH:19]([CH:16]3[CH2:17][CH2:18][NH:13][CH2:14][CH2:15]3)[C:20]3[C:25]([O:26][C:27]=2[CH:28]=1)=[CH:24][CH:23]=[CH:22][CH:21]=3)=[NH:34])[CH3:5].